This data is from Experimentally validated miRNA-target interactions with 360,000+ pairs, plus equal number of negative samples. The task is: Binary Classification. Given a miRNA mature sequence and a target amino acid sequence, predict their likelihood of interaction. (1) The miRNA is hsa-miR-766-3p with sequence ACUCCAGCCCCACAGCCUCAGC. The protein sequence of the target gene is MAEVGEIIEGCRLPVLRRNQDNEDEWPLAEILSVKDISGRKLFYVHYIDFNKRLDEWVTHERLDLKKIQFPKKEAKTPTKNGLPGSRPGSPEREVPASAQASGKTLPIPVQITLRFNLPKEREAIPGGEPDQPLSSSSCLQPNHRSTKRKVEVVSPATPVPSETAPASVFPQNGAARRAVAAQPGRKRKSNCLGTDEDSQDSSDGIPSAPRMTGSLVSDRSHDDIVTRMKNIECIELGRHRLKPWYFSPYPQELTTLPVLYLCEFCLKYGRSLKCLQRHLTKCDLRHPPGNEIYRKGTIS.... Result: 1 (interaction). (2) The miRNA is gga-miR-221-3p with sequence AGCUACAUUGUCUGCUGGGUUUC. The protein sequence of the target gene is MDMTDGCQFSPSEYFYEGSCIPSPEDEFGDQFEPRVAAFGAHKAELQGSDDEEHVRAPTGHHQAGHCLMWACKACKRKSTTMDRRKAATMRERRRLKKVNQAFETLKRCTTTNPNQRLPKVEILRNAIRYIESLQELLREQVENYYSLPGQSCSEPTSPTSNCSDGMPECNSPVWSRKNSSFDSIYCPDVSNACAADKSSVSSLDCLSSIVDRITSTEPSELALQDTASLSPATSANSQPATPGPSSSRLIYHVL. Result: 0 (no interaction). (3) The miRNA is hsa-miR-30a-3p with sequence CUUUCAGUCGGAUGUUUGCAGC. The protein sequence of the target gene is MARGDAGRGRGLLALTFCLLAARGELLLPQETTVELSCGVGPLQVILGPEQAAVLNCSLGAAAAGPPTRVTWSKDGDTLLEHDHLHLLPNGSLWLSQPLAPNGSDESVPEAVGVIEGNYSCLAHGPLGVLASQTAVVKLATLADFSLHPESQTVEENGTARFECHIEGLPAPIITWEKDQVTLPEEPRLIVLPNGVLQILDVQESDAGPYRCVATNSARQHFSQEALLSVAHRGSLASTRGQDVVIVAAPENTTVVSGQSVVMECVASADPTPFVSWVRQDGKPISTDVIVLGRTNLLIA.... Result: 0 (no interaction). (4) The miRNA is hsa-miR-1287-3p with sequence CUCUAGCCACAGAUGCAGUGAU. The protein sequence of the target gene is MLCYVTRPDAVLMEVEVEAKANGEDCLNQVCRRLGIIEVDYFGLQFTGSKGESLWLNLRNRISQQMDGLAPYRLKLRVKFFVEPHLILQEQTRHIFFLHIKEALLAGHLLCSPEQAVELSALLAQTKFGDYNQNTAKYNYEELCAKELSSATLNSIVAKHKELEGTSQASAEYQVLQIVSAMENYGIEWHSVRDSEGQKLLIGVGPEGISICKDDFSPINRIAYPVVQMATQSGKNVYLTVTKESGNSIVLLFKMISTRAASGLYRAITETHAFYRCDTVTSAVMMQYSRDLKGHLASLF.... Result: 1 (interaction). (5) The miRNA is hsa-miR-665 with sequence ACCAGGAGGCUGAGGCCCCU. The protein sequence of the target gene is MSVQVVSAAAAAKVPEVELKDLSPSEAESQLGLSTAAVGAMAPPAGGGDPEAPAPAAERPPVPGPGSGPAAALSPAAGKVPQASAMKRSDPHHQHQRHRDGGEALVSPDGTVTEAPRTVKKQIQFADQKQEFNKRPTKIGRRSLSRSISQSSTDSYSSAASYTDSSDDETSPRDKQQKNSKGSSDFCVKNIKQAEFGRREIEIAEQEMPALMALRKRAQGEKPLAGAKIVGCTHITAQTAVLMETLGALGAQCRWAACNIYSTLNEVAAALAESGFPVFAWKGESEDDFWWCIDRCVNVE.... Result: 1 (interaction). (6) The miRNA is cel-miR-50-5p with sequence UGAUAUGUCUGGUAUUCUUGGGUU. The protein sequence of the target gene is MHDSNNVEKDITPSELPANPGCLHSKEHSIKATLIWRLFFLIMFLTIIVCGMVAALSAIRANCHQEPSVCLQAACPESWIGFQRKCFYFSDDTKNWTSSQRFCDSQDADLAQVESFQELNFLLRYKGPSDHWIGLSREQGQPWKWINGTEWTRQFPILGAGECAYLNDKGASSARHYTERKWICSKSDIHV. Result: 0 (no interaction). (7) The miRNA is hsa-miR-142-3p with sequence UGUAGUGUUUCCUACUUUAUGGA. The protein sequence of the target gene is MPAHLLQDDISSSYTTTTTITAPPSRVLQNGGDKLETMPLYLEDDIRPDIKDDIYDPTYKDKEGPSPKVEYVWRNIILMSLLHLGALYGITLIPTCKFYTWLWGVFYYFVSALGITAGAHRLWSHRSYKARLPLRLFLIIANTMAFQNDVYEWARDHRAHHKFSETHADPHNSRRGFFFSHVGWLLVRKHPAVKEKGSTLDLSDLEAEKLVMFQRRYYKPGLLMMCFILPTLVPWYFWGETFQNSVFVATFLRYAVVLNATWLVNSAAHLFGYRPYDKNISPRENILVSLGAVGEGFHNY.... Result: 1 (interaction).